This data is from Reaction yield outcomes from USPTO patents with 853,638 reactions. The task is: Predict the reaction yield, written as a fraction of the theoretical maximum amount of product (1.0 means a 100% yield; for example, 0.34 means a 34% yield). (1) The reactants are [C:1]([C:5]1[CH:9]=[C:8]([NH:10][C:11]([NH:13][C:14]2[CH:19]=[C:18]([C:20]3[C:32](=[O:33])[N:31]([CH3:34])[C:23]4[N:24]=[C:25](S(C)=O)[N:26]=[CH:27][C:22]=4[CH:21]=3)[CH:17]=[CH:16][C:15]=2[F:35])=[O:12])[O:7][N:6]=1)([CH3:4])([CH3:3])[CH3:2].[NH2:36][C@H:37]([CH2:39][OH:40])[CH3:38]. No catalyst specified. The product is [C:1]([C:5]1[CH:9]=[C:8]([NH:10][C:11]([NH:13][C:14]2[CH:19]=[C:18]([C:20]3[C:32](=[O:33])[N:31]([CH3:34])[C:23]4[N:24]=[C:25]([NH:36][C@@H:37]([CH3:38])[CH2:39][OH:40])[N:26]=[CH:27][C:22]=4[CH:21]=3)[CH:17]=[CH:16][C:15]=2[F:35])=[O:12])[O:7][N:6]=1)([CH3:4])([CH3:3])[CH3:2]. The yield is 0.460. (2) The reactants are [CH3:1][N:2]1[CH2:7][CH2:6][N:5]([C:8]2[CH:9]=[N:10][C:11]3[C:16]([CH:17]=2)=[CH:15][C:14]([S:18][C:19]2[N:23]4[CH:24]=[C:25]([C:28](=O)[CH3:29])[CH:26]=[CH:27][C:22]4=[N:21][N:20]=2)=[CH:13][CH:12]=3)[CH2:4][CH2:3]1.[NH2:31][O:32][CH2:33][CH2:34][OH:35].Cl. The catalyst is CO. The product is [OH:35][CH2:34][CH2:33][O:32]/[N:31]=[C:28](/[C:25]1[CH:26]=[CH:27][C:22]2[N:23]([C:19]([S:18][C:14]3[CH:15]=[C:16]4[C:11](=[CH:12][CH:13]=3)[N:10]=[CH:9][C:8]([N:5]3[CH2:6][CH2:7][N:2]([CH3:1])[CH2:3][CH2:4]3)=[CH:17]4)=[N:20][N:21]=2)[CH:24]=1)\[CH3:29]. The yield is 0.150. (3) The reactants are [CH3:1]/[CH:2]=[C:3]1/[C@H:4]2[CH:11]=[C:10]([CH3:12])[CH2:9][C@:8]/1([NH2:13])[C:7]1[CH:14]=[CH:15][C:16]([NH:18][C:6]=1[CH2:5]2)=[O:17].C1C=CC(C(O[C@H](C(O)=O)[C@H](OC(C2C=CC=CC=2)=O)C(O)=O)=O)=CC=1.[OH-].[Na+]. The catalyst is O. The product is [CH3:1]/[CH:2]=[C:3]1/[C@H:4]2[CH:11]=[C:10]([CH3:12])[CH2:9][C@:8]/1([NH2:13])[C:7]1[CH:14]=[CH:15][C:16]([NH:18][C:6]=1[CH2:5]2)=[O:17]. The yield is 0.740. (4) The reactants are [NH2:1][C:2](N)=[S:3].ClC1[CH:11]=[CH:10][C:9]([C:12]([F:15])([F:14])[F:13])=[CH:8]N=1.[OH-].[K+].[OH-].[Na+]. The catalyst is C(O)C.O.C(Cl)Cl. The product is [F:13][C:12]([F:15])([F:14])[C:9]1[CH:10]=[CH:11][C:2]([SH:3])=[N:1][CH:8]=1. The yield is 0.600. (5) The reactants are Br[CH2:2][CH:3]([O:6][CH3:7])[O:4][CH3:5].[Br:8][C:9]1[CH:10]=[C:11]([SH:15])[CH:12]=[CH:13][CH:14]=1.[OH-].[K+]. The catalyst is CS(C)=O.O. The product is [Br:8][C:9]1[CH:10]=[C:11]([S:15][CH2:2][CH:3]([O:6][CH3:7])[O:4][CH3:5])[CH:12]=[CH:13][CH:14]=1. The yield is 0.890. (6) The reactants are [N:1]1[C:6]2[NH:7][CH:8]=[CH:9][C:5]=2[C:4]([C:10]2[CH:11]=[C:12]([C:15]([OH:17])=O)[O:13][CH:14]=2)=[N:3][CH:2]=1.C1CN([P+](ON2N=[N:42][C:37]3[CH:38]=[CH:39][CH:40]=CC2=3)(N2CCCC2)N2CCCC2)CC1.F[P-](F)(F)(F)(F)F.CN1CCOCC1.[F:58][C:59]([F:68])([F:67])[CH2:60]NCCC1CC1. The catalyst is CN(C=O)C. The product is [CH:38]1([CH2:37][N:42]([CH2:60][C:59]([F:68])([F:67])[F:58])[C:15]([C:12]2[O:13][CH:14]=[C:10]([C:4]3[C:5]4[CH:9]=[CH:8][NH:7][C:6]=4[N:1]=[CH:2][N:3]=3)[CH:11]=2)=[O:17])[CH2:39][CH2:40]1. The yield is 0.0950.